From a dataset of Full USPTO retrosynthesis dataset with 1.9M reactions from patents (1976-2016). Predict the reactants needed to synthesize the given product. (1) Given the product [CH3:36][S:37]([N:3]([S:27]([CH3:30])(=[O:29])=[O:28])[C:4]1[CH:5]=[C:6]([CH3:35])[C:7]([O:10][C:11]2[CH:16]=[C:15]([O:17][CH2:18][CH2:19][O:20][CH3:21])[CH:14]=[CH:13][C:12]=2/[CH:22]=[CH:23]/[C:24]([NH:26][S:27]([CH2:30][CH2:31][CH2:32][CH2:33][CH3:34])(=[O:29])=[O:28])=[O:25])=[N:8][CH:9]=1)(=[O:39])=[O:38], predict the reactants needed to synthesize it. The reactants are: Cl.Cl.[NH2:3][C:4]1[CH:5]=[C:6]([CH3:35])[C:7]([O:10][C:11]2[CH:16]=[C:15]([O:17][CH2:18][CH2:19][O:20][CH3:21])[CH:14]=[CH:13][C:12]=2/[CH:22]=[CH:23]/[C:24]([NH:26][S:27]([CH2:30][CH2:31][CH2:32][CH2:33][CH3:34])(=[O:29])=[O:28])=[O:25])=[N:8][CH:9]=1.[CH3:36][S:37](Cl)(=[O:39])=[O:38]. (2) Given the product [I:12][C:11]1[CH:10]=[CH:9][C:4]([C:5]([O:7][CH3:8])=[O:6])=[CH:3][C:2]=1[O:1][CH2:14][CH2:15][CH2:16][CH2:17][CH2:18][CH2:19][CH2:20][CH3:21], predict the reactants needed to synthesize it. The reactants are: [OH:1][C:2]1[CH:3]=[C:4]([CH:9]=[CH:10][C:11]=1[I:12])[C:5]([O:7][CH3:8])=[O:6].Br[CH2:14][CH2:15][CH2:16][CH2:17][CH2:18][CH2:19][CH2:20][CH3:21].C([O-])([O-])=O.[K+].[K+].CCCCCC. (3) Given the product [CH3:1][NH:2][C:3](=[O:16])[C:4]1[CH:9]=[C:8]([Br:10])[C:7]([CH2:11][NH:12][S:26]([C:23]2[CH:22]=[CH:21][C:20]([N+:17]([O-:19])=[O:18])=[CH:25][CH:24]=2)(=[O:27])=[O:28])=[CH:6][C:5]=1[O:13][CH2:14][CH3:15], predict the reactants needed to synthesize it. The reactants are: [CH3:1][NH:2][C:3](=[O:16])[C:4]1[CH:9]=[C:8]([Br:10])[C:7]([CH2:11][NH2:12])=[CH:6][C:5]=1[O:13][CH2:14][CH3:15].[N+:17]([C:20]1[CH:25]=[CH:24][C:23]([S:26](Cl)(=[O:28])=[O:27])=[CH:22][CH:21]=1)([O-:19])=[O:18].O.C(OCC)(=O)C.